This data is from Forward reaction prediction with 1.9M reactions from USPTO patents (1976-2016). The task is: Predict the product of the given reaction. (1) Given the reactants [NH2:1][CH:2]1[CH:7]([CH2:8][CH3:9])[CH2:6][N:5](CC2C=CC=CC=2)[CH2:4][C:3]1([CH2:18][CH3:19])[CH3:17], predict the reaction product. The product is: [NH2:1][CH:2]1[CH:7]([CH2:8][CH3:9])[CH2:6][NH:5][CH2:4][C:3]1([CH2:18][CH3:19])[CH3:17]. (2) The product is: [Br:14][C:15]1[CH:16]=[C:17]([NH:18][CH2:1][C:3]2[CH:8]=[CH:7][CH:6]=[CH:5][C:4]=2[CH2:9][C:10]([O:12][CH3:13])=[O:11])[CH:19]=[C:20]([Cl:22])[CH:21]=1. Given the reactants [CH:1]([C:3]1[CH:8]=[CH:7][CH:6]=[CH:5][C:4]=1[CH2:9][C:10]([O:12][CH3:13])=[O:11])=O.[Br:14][C:15]1[CH:16]=[C:17]([CH:19]=[C:20]([Cl:22])[CH:21]=1)[NH2:18].[BH4-].[Na+], predict the reaction product. (3) Given the reactants [CH3:1][C:2]1[CH:3]=[CH:4][C:5]2[O:9][C:8](S)=[N:7][C:6]=2[CH:11]=1.[CH3:12][N:13]1[CH2:19][CH2:18][CH2:17][NH:16][CH2:15][CH2:14]1, predict the reaction product. The product is: [CH3:1][C:2]1[CH:3]=[CH:4][C:5]2[O:9][C:8]([N:16]3[CH2:17][CH2:18][CH2:19][N:13]([CH3:12])[CH2:14][CH2:15]3)=[N:7][C:6]=2[CH:11]=1. (4) Given the reactants C1(S([N:10]2[C:14]3=[N:15][CH:16]=[C:17](I)[CH:18]=[C:13]3[CH:12]=[CH:11]2)(=O)=O)C=CC=CC=1.[CH3:20][O:21][CH2:22][C:23]#[CH:24], predict the reaction product. The product is: [CH3:20][O:21][CH2:22][C:23]#[C:24][C:17]1[CH:18]=[C:13]2[CH:12]=[CH:11][NH:10][C:14]2=[N:15][CH:16]=1. (5) The product is: [Cl:41][C:38]1[CH:39]=[CH:40][C:35]([C:33]([C:30]2[CH:31]=[CH:32][C:27]([O:26][CH:3]([CH3:4])[CH3:2])=[C:28]([Cl:44])[CH:29]=2)=[O:34])=[N:36][C:37]=1[O:42][CH3:43]. Given the reactants [F-].[CH2:2]([N+](CCCC)(CCCC)CCCC)[CH2:3][CH2:4]C.[Si]([O:26][C:27]1[CH:32]=[CH:31][C:30]([C:33]([C:35]2[CH:40]=[CH:39][C:38]([Cl:41])=[C:37]([O:42][CH3:43])[N:36]=2)=[O:34])=[CH:29][C:28]=1[Cl:44])(C(C)(C)C)(C)C.O, predict the reaction product.